Dataset: Forward reaction prediction with 1.9M reactions from USPTO patents (1976-2016). Task: Predict the product of the given reaction. (1) Given the reactants [OH:1][CH2:2][C:3]([CH3:13])([CH3:12])[CH2:4][NH:5][CH2:6][C:7]([CH3:11])([CH3:10])[CH2:8][OH:9].C(OCC)(OCC)(OCC)C.[C:25]1(C)[C:26](S(O)(=O)=O)=[CH:27]C=[CH:29][CH:30]=1, predict the reaction product. The product is: [CH3:10][C:7]1([CH3:11])[CH2:6][N:5]2[C:29]([CH2:30][CH2:25][CH2:26][CH3:27])([O:1][CH2:2][C:3]([CH3:13])([CH3:12])[CH2:4]2)[O:9][CH2:8]1. (2) Given the reactants [Cl:1][C:2]1[N:3]=[C:4]([N:11]2[CH2:16][CH2:15][N:14]([C:17]([O:19][C:20]([CH3:23])([CH3:22])[CH3:21])=[O:18])[CH2:13][CH2:12]2)[C:5]2[S:10][CH:9]=[CH:8][C:6]=2[N:7]=1.[Li+].CC([N-]C(C)C)C.CN([CH:35]=[O:36])C, predict the reaction product. The product is: [Cl:1][C:2]1[N:3]=[C:4]([N:11]2[CH2:12][CH2:13][N:14]([C:17]([O:19][C:20]([CH3:23])([CH3:22])[CH3:21])=[O:18])[CH2:15][CH2:16]2)[C:5]2[S:10][C:9]([CH:35]=[O:36])=[CH:8][C:6]=2[N:7]=1.